Dataset: Full USPTO retrosynthesis dataset with 1.9M reactions from patents (1976-2016). Task: Predict the reactants needed to synthesize the given product. (1) Given the product [CH2:17]([S:19][CH:20]([S:24][CH2:25][CH3:26])[C:21]1[N:23]=[C:12]([OH:14])[CH:11]=[C:10]([OH:15])[N:22]=1)[CH3:18], predict the reactants needed to synthesize it. The reactants are: C(C1N=[C:12]([OH:14])[CH:11]=[C:10]([OH:15])N=1)C1C=CC=CC=1.Cl.[CH2:17]([S:19][CH:20]([S:24][CH2:25][CH3:26])[C:21]([NH2:23])=[NH:22])[CH3:18].C(OCC)(=O)CC(OCC)=O. (2) Given the product [CH3:9][C@@H:8]1[CH2:7][CH2:6][CH2:5][N:4]([C:10](=[O:11])[C:12]2[CH:17]=[C:16]([CH3:18])[CH:15]=[CH:14][C:13]=2[C:19]2[N:20]=[CH:21][CH:22]=[CH:23][N:24]=2)[C@@H:3]1[CH2:2][NH:1][C:26]1[CH:33]=[CH:32][C:29]([C:30]#[N:31])=[CH:28][N:27]=1, predict the reactants needed to synthesize it. The reactants are: [NH2:1][CH2:2][C@@H:3]1[C@H:8]([CH3:9])[CH2:7][CH2:6][CH2:5][N:4]1[C:10]([C:12]1[CH:17]=[C:16]([CH3:18])[CH:15]=[CH:14][C:13]=1[C:19]1[N:24]=[CH:23][CH:22]=[CH:21][N:20]=1)=[O:11].Cl[C:26]1[CH:33]=[CH:32][C:29]([C:30]#[N:31])=[CH:28][N:27]=1. (3) Given the product [CH2:13]([O:20][C:21]([N:23]1[CH2:28][CH2:27][C:26]2([CH2:29][O:33][CH2:32][CH:31]2[OH:34])[CH2:25][CH2:24]1)=[O:22])[C:14]1[CH:19]=[CH:18][CH:17]=[CH:16][CH:15]=1, predict the reactants needed to synthesize it. The reactants are: N(C(OCC)=O)=NC(OCC)=O.[CH2:13]([O:20][C:21]([N:23]1[CH2:28][CH2:27][C:26]([CH:31]([OH:34])[CH2:32][OH:33])([CH2:29]O)[CH2:25][CH2:24]1)=[O:22])[C:14]1[CH:19]=[CH:18][CH:17]=[CH:16][CH:15]=1.C1(P(C2C=CC=CC=2)C2C=CC=CC=2)C=CC=CC=1. (4) The reactants are: [C:1]([O:4][C@H:5]1[C@H:10]([O:11][C:12](=[O:14])[CH3:13])[C@@H:9]([O:15][C:16](=[O:18])[CH3:17])[C@H:8]([C:19]2[CH:24]=[CH:23][C:22]([Cl:25])=[C:21]([CH2:26][C:27]3[CH:32]=[CH:31][C:30]([O:33][CH2:34][CH:35]=O)=[CH:29][CH:28]=3)[CH:20]=2)[O:7][C@@H:6]1[CH2:37][O:38][C:39](=[O:41])[CH3:40])(=[O:3])[CH3:2].N1C=CC=CC=1.C([O-])(=O)C.[Na+].Cl.[CH3:54][O:55][NH2:56]. Given the product [C:1]([O:4][C@H:5]1[C@H:10]([O:11][C:12](=[O:14])[CH3:13])[C@@H:9]([O:15][C:16](=[O:18])[CH3:17])[C@H:8]([C:19]2[CH:24]=[CH:23][C:22]([Cl:25])=[C:21]([CH2:26][C:27]3[CH:28]=[CH:29][C:30]([O:33][CH2:34][CH:35]=[N:56][O:55][CH3:54])=[CH:31][CH:32]=3)[CH:20]=2)[O:7][C@@H:6]1[CH2:37][O:38][C:39](=[O:41])[CH3:40])(=[O:3])[CH3:2], predict the reactants needed to synthesize it.